The task is: Predict the reactants needed to synthesize the given product.. This data is from Full USPTO retrosynthesis dataset with 1.9M reactions from patents (1976-2016). (1) Given the product [Br:1][C:2]1[CH:3]=[CH:4][C:5]2[S:9][CH:8]=[C:7]([Cl:14])[C:6]=2[CH:15]=1, predict the reactants needed to synthesize it. The reactants are: [Br:1][C:2]1[CH:3]=[CH:4][C:5]2[S:9][C:8]([Si](C)(C)C)=[C:7]([Cl:14])[C:6]=2[CH:15]=1.[F-].C([N+](CCCC)(CCCC)CCCC)CCC. (2) Given the product [F:28][C:11]1[CH:10]=[C:9]([CH:14]=[CH:13][C:12]=1[NH:15][C:16]([NH:18][C:19](=[O:27])[CH2:20][C:21]1[CH:22]=[CH:23][CH:24]=[CH:25][CH:26]=1)=[S:17])[O:8][C:6]1[CH:5]=[CH:4][N:3]=[C:2]([NH:1][C:34]([N:31]2[CH2:42][CH2:43][CH2:44][CH2:45][CH2:40]2)=[O:46])[CH:7]=1, predict the reactants needed to synthesize it. The reactants are: [NH2:1][C:2]1[CH:7]=[C:6]([O:8][C:9]2[CH:14]=[CH:13][C:12]([NH:15][C:16]([NH:18][C:19](=[O:27])[CH2:20][C:21]3[CH:26]=[CH:25][CH:24]=[CH:23][CH:22]=3)=[S:17])=[C:11]([F:28])[CH:10]=2)[CH:5]=[CH:4][N:3]=1.C([N:31]([CH2:34]C)CC)C.ClC(O[C:40]1[CH:45]=[CH:44][CH:43]=[CH:42]C=1)=O.[O:46]1CCCC1. (3) Given the product [Cl:15][C:16]1[CH:17]=[C:18]([NH:19][C:2]2[C:11]3[C:6](=[CH:7][CH:8]=[C:9]([N+:12]([O-:14])=[O:13])[CH:10]=3)[N:5]=[CH:4][N:3]=2)[CH:20]=[CH:21][C:22]=1[O:23][CH2:24][C:25]1[CH:30]=[CH:29][CH:28]=[C:27]([F:31])[CH:26]=1, predict the reactants needed to synthesize it. The reactants are: Cl[C:2]1[C:11]2[C:6](=[CH:7][CH:8]=[C:9]([N+:12]([O-:14])=[O:13])[CH:10]=2)[N:5]=[CH:4][N:3]=1.[Cl:15][C:16]1[CH:17]=[C:18]([CH:20]=[CH:21][C:22]=1[O:23][CH2:24][C:25]1[CH:30]=[CH:29][CH:28]=[C:27]([F:31])[CH:26]=1)[NH2:19]. (4) Given the product [CH3:8][CH:7]([CH3:9])[CH2:6][C@H:5]([N:10]1[C:11](=[O:30])[CH:12]=[CH:13][S:14]1)[C:1]([O:3][CH3:4])=[O:2], predict the reactants needed to synthesize it. The reactants are: [C:1]([C@@H:5]([NH:10][C:11](=[O:30])[CH2:12][CH2:13][S:14][S:14][CH2:13][CH2:12][C:11]([NH:10][C@H:5]([C:1]([O:3][CH3:4])=[O:2])[CH2:6][CH:7]([CH3:9])[CH3:8])=[O:30])[CH2:6][CH:7]([CH3:9])[CH3:8])([O:3][CH3:4])=[O:2].ClCl. (5) Given the product [O:78]1[CH2:77][CH2:76][N:75]([CH2:74][CH2:73][NH:72][C:70]([C:69]2[CH:81]=[CH:82][C:66]([NH:65][C:40]3[CH:45]=[C:44]([O:46][C:47]4[C:56]5[C:51](=[CH:52][CH:53]=[CH:54][CH:55]=5)[C:50]([NH:57][C:58](=[O:64])[O:59][C:60]([CH3:62])([CH3:61])[CH3:63])=[CH:49][CH:48]=4)[CH:43]=[CH:42][N:41]=3)=[CH:67][C:68]=2[C:83]#[C:84][Si:85]([CH:92]([CH3:94])[CH3:93])([CH:89]([CH3:91])[CH3:90])[CH:86]([CH3:88])[CH3:87])=[O:71])[CH2:80][CH2:79]1, predict the reactants needed to synthesize it. The reactants are: CC(C1C=C(C(C)C)C(C2C(P(C3CCCCC3)C3CCCCC3)=C(OC)C=CC=2OC)=C(C(C)C)C=1)C.Cl[C:40]1[CH:45]=[C:44]([O:46][C:47]2[C:56]3[C:51](=[CH:52][CH:53]=[CH:54][CH:55]=3)[C:50]([NH:57][C:58](=[O:64])[O:59][C:60]([CH3:63])([CH3:62])[CH3:61])=[CH:49][CH:48]=2)[CH:43]=[CH:42][N:41]=1.[NH2:65][C:66]1[CH:82]=[CH:81][C:69]([C:70]([NH:72][CH2:73][CH2:74][N:75]2[CH2:80][CH2:79][O:78][CH2:77][CH2:76]2)=[O:71])=[C:68]([C:83]#[C:84][Si:85]([CH:92]([CH3:94])[CH3:93])([CH:89]([CH3:91])[CH3:90])[CH:86]([CH3:88])[CH3:87])[CH:67]=1.C([O-])([O-])=O.[K+].[K+].